Dataset: Full USPTO retrosynthesis dataset with 1.9M reactions from patents (1976-2016). Task: Predict the reactants needed to synthesize the given product. (1) The reactants are: [CH2:1]([C:4]1[C:8]([CH2:9][OH:10])=[CH:7][N:6]([C:11]2[CH:16]=[CH:15][C:14]([C:17]([F:20])([F:19])[F:18])=[CH:13][N:12]=2)[N:5]=1)[CH2:2][CH3:3]. Given the product [CH2:1]([C:4]1[C:8]([CH:9]=[O:10])=[CH:7][N:6]([C:11]2[CH:16]=[CH:15][C:14]([C:17]([F:18])([F:20])[F:19])=[CH:13][N:12]=2)[N:5]=1)[CH2:2][CH3:3], predict the reactants needed to synthesize it. (2) Given the product [CH2:1]([N:4]1[C:8]2[CH:9]=[CH:10][C:11]([C:13]([N:36]([CH3:40])[CH3:37])=[O:15])=[CH:12][C:7]=2[N:6]=[C:5]1[C:16]1[CH:17]=[CH:18][C:19]2[N:20]([CH2:29][CH3:30])[C:21]3[C:26]([C:27]=2[CH:28]=1)=[CH:25][CH:24]=[CH:23][CH:22]=3)[CH:2]=[CH2:3], predict the reactants needed to synthesize it. The reactants are: [CH2:1]([N:4]1[C:8]2[CH:9]=[CH:10][C:11]([C:13]([OH:15])=O)=[CH:12][C:7]=2[N:6]=[C:5]1[C:16]1[CH:17]=[CH:18][C:19]2[N:20]([CH2:29][CH3:30])[C:21]3[C:26]([C:27]=2[CH:28]=1)=[CH:25][CH:24]=[CH:23][CH:22]=3)[CH:2]=[CH2:3].F[B-](F)(F)F.[N:36]1(OC(N(C)C)=[N+](C)C)[C:40]2C=CC=CC=2N=[CH:37]1.CNC. (3) Given the product [Cl:1][C:2]1[CH:10]=[C:9]2[C:5]([C:6]([C:15]([N:17]3[CH2:18][CH2:19][N:20]([C:23]4[CH:28]=[CH:27][CH:26]=[CH:25][C:24]=4[O:29][CH2:30][CH3:31])[CH2:21][CH2:22]3)=[O:16])=[CH:7][N:8]2[CH2:11][C:12]([NH:36][CH2:35][CH2:34][N:33]([CH3:37])[CH3:32])=[O:13])=[CH:4][CH:3]=1, predict the reactants needed to synthesize it. The reactants are: [Cl:1][C:2]1[CH:10]=[C:9]2[C:5]([C:6]([C:15]([N:17]3[CH2:22][CH2:21][N:20]([C:23]4[CH:28]=[CH:27][CH:26]=[CH:25][C:24]=4[O:29][CH2:30][CH3:31])[CH2:19][CH2:18]3)=[O:16])=[CH:7][N:8]2[CH2:11][C:12](O)=[O:13])=[CH:4][CH:3]=1.[CH3:32][N:33]([CH3:37])[CH2:34][CH2:35][NH2:36]. (4) Given the product [N:1]1[N:2]([C:6]2[CH:23]=[CH:22][CH:21]=[CH:20][C:7]=2[C:8]([N:10]2[C@H:15]([CH3:16])[CH2:14][CH2:13][C@@H:12]([C:17]3[O:18][CH:25]=[C:26]([C:27]([O:29][CH2:30][CH3:31])=[O:28])[N:19]=3)[CH2:11]2)=[O:9])[N:3]=[CH:4][CH:5]=1, predict the reactants needed to synthesize it. The reactants are: [N:1]1[N:2]([C:6]2[CH:23]=[CH:22][CH:21]=[CH:20][C:7]=2[C:8]([N:10]2[C@H:15]([CH3:16])[CH2:14][CH2:13][C@@H:12]([C:17]([NH2:19])=[O:18])[CH2:11]2)=[O:9])[N:3]=[CH:4][CH:5]=1.Br[CH2:25][C:26](=O)[C:27]([O:29][CH2:30][CH3:31])=[O:28].O.